Task: Predict the reaction yield, written as a fraction of the theoretical maximum amount of product (1.0 means a 100% yield; for example, 0.34 means a 34% yield).. Dataset: Reaction yield outcomes from USPTO patents with 853,638 reactions (1) The reactants are [F:1][C:2]1[C:8]([F:9])=[CH:7][C:5]([NH2:6])=[C:4](I)[CH:3]=1.[C:11]([OH:16])(=[O:15])[C:12]([CH3:14])=O.C1N2CCN(CC2)C1. The catalyst is CN(C=O)C. The product is [F:1][C:2]1[CH:3]=[C:4]2[C:5](=[CH:7][C:8]=1[F:9])[NH:6][C:12]([C:11]([OH:16])=[O:15])=[CH:14]2. The yield is 0.900. (2) The reactants are O=C1C2C(=CC=CC=2)C(=O)[N:3]1[CH2:12][C:13]1[CH:20]=[CH:19][C:16]([C:17]#[N:18])=[CH:15][CH:14]=1.O.NN. The catalyst is C(O)C. The product is [NH2:18][CH2:17][C:16]1[CH:19]=[CH:20][C:13]([C:12]#[N:3])=[CH:14][CH:15]=1. The yield is 0.810. (3) The reactants are Br[Zn][CH2:3][C:4]([O:6][CH2:7][CH3:8])=[O:5].C1COCC1.[C:14]1(=[O:20])[CH2:19][CH2:18][CH2:17][CH:16]=[CH:15]1.Cl. The catalyst is C1(C)C=CC=CC=1.C(OCC)(=O)C. The product is [OH:20][C:14]1([CH2:3][C:4]([O:6][CH2:7][CH3:8])=[O:5])[CH2:19][CH2:18][CH2:17][CH:16]=[CH:15]1. The yield is 0.950. (4) The reactants are Br[Mg][CH:3]([CH3:5])[CH3:4].[CH2:6]([O:13][C@H:14]1[C@H:19]([O:20][CH2:21][C:22]2[CH:27]=[CH:26][CH:25]=[CH:24][CH:23]=2)[C@H:18]([O:28][CH2:29][C:30]2[CH:35]=[CH:34][CH:33]=[CH:32][CH:31]=2)[C@@H:17]([O:36][CH2:37][C:38]2[CH:43]=[CH:42][CH:41]=[CH:40][CH:39]=2)[O:16][C@@H:15]1[CH:44]=[O:45])[C:7]1[CH:12]=[CH:11][CH:10]=[CH:9][CH:8]=1. The catalyst is C1COCC1. The product is [CH3:4][CH:3]([CH3:5])[C@@H:44]([C@@H:15]1[C@@H:14]([O:13][CH2:6][C:7]2[CH:8]=[CH:9][CH:10]=[CH:11][CH:12]=2)[C@H:19]([O:20][CH2:21][C:22]2[CH:27]=[CH:26][CH:25]=[CH:24][CH:23]=2)[C@H:18]([O:28][CH2:29][C:30]2[CH:31]=[CH:32][CH:33]=[CH:34][CH:35]=2)[C@@H:17]([O:36][CH2:37][C:38]2[CH:43]=[CH:42][CH:41]=[CH:40][CH:39]=2)[O:16]1)[OH:45]. The yield is 0.500. (5) The reactants are Cl[C:2]1[CH:11]=[CH:10][N:9]=[C:8]2[C:3]=1[CH:4]=[CH:5][C:6]([C:12]([F:15])([F:14])[F:13])=[N:7]2.[F:16][C:17]1[CH:22]=[CH:21][C:20](B(O)O)=[CH:19][C:18]=1[C:26]1[CH:31]=[CH:30][N:29]=[CH:28][N:27]=1. No catalyst specified. The product is [F:16][C:17]1[CH:22]=[CH:21][C:20]([C:2]2[CH:11]=[CH:10][N:9]=[C:8]3[C:3]=2[CH:4]=[CH:5][C:6]([C:12]([F:15])([F:14])[F:13])=[N:7]3)=[CH:19][C:18]=1[C:26]1[CH:31]=[CH:30][N:29]=[CH:28][N:27]=1. The yield is 0.250.